This data is from Full USPTO retrosynthesis dataset with 1.9M reactions from patents (1976-2016). The task is: Predict the reactants needed to synthesize the given product. (1) Given the product [CH2:15]([S:17]([C:20]([C:23]1[CH:24]=[C:25]([C:2]2[CH:3]=[C:4]3[C:9](=[CH:10][CH:11]=2)[N:8]2[CH:12]=[N:13][N:14]=[C:7]2[CH2:6][CH2:5]3)[CH:26]=[N:27][CH:28]=1)([CH3:22])[CH3:21])(=[O:18])=[O:19])[CH3:16], predict the reactants needed to synthesize it. The reactants are: Br[C:2]1[CH:3]=[C:4]2[C:9](=[CH:10][CH:11]=1)[N:8]1[CH:12]=[N:13][N:14]=[C:7]1[CH2:6][CH2:5]2.[CH2:15]([S:17]([C:20]([C:23]1[CH:24]=[C:25](B(O)O)[CH:26]=[N:27][CH:28]=1)([CH3:22])[CH3:21])(=[O:19])=[O:18])[CH3:16].C(=O)([O-])[O-].[K+].[K+].C(O)(C)(C)C. (2) Given the product [CH2:14]([O:1][CH:2]([C:4]1[O:8][N:7]=[C:6]([C:9]([O:11][CH2:12][CH3:13])=[O:10])[CH:5]=1)[CH3:3])[C:15]1[CH:20]=[CH:19][CH:18]=[CH:17][CH:16]=1, predict the reactants needed to synthesize it. The reactants are: [OH:1][CH:2]([C:4]1[O:8][N:7]=[C:6]([C:9]([O:11][CH2:12][CH3:13])=[O:10])[CH:5]=1)[CH3:3].[CH2:14](Br)[C:15]1[CH:20]=[CH:19][CH:18]=[CH:17][CH:16]=1.[H-].[Na+].Cl. (3) Given the product [CH3:11][O:10][C:4]1[CH:3]=[C:2]([C:17](=[O:23])[C:18]([O:20][CH2:21][CH3:22])=[O:19])[CH:7]=[C:6]([O:8][CH3:9])[CH:5]=1, predict the reactants needed to synthesize it. The reactants are: I[C:2]1[CH:7]=[C:6]([O:8][CH3:9])[CH:5]=[C:4]([O:10][CH3:11])[CH:3]=1.[Li]C(C)(C)C.[C:17](OCC)(=[O:23])[C:18]([O:20][CH2:21][CH3:22])=[O:19]. (4) Given the product [CH3:1][C:2]1([CH3:15])[CH2:7][CH2:6][C:5]([CH3:9])([CH3:8])[CH:4]2[C:3]1=[CH:12][C:11](=[O:13])[CH2:10]2, predict the reactants needed to synthesize it. The reactants are: [CH3:1][C:2]1([CH3:15])[CH2:7][CH2:6][C:5]([CH3:9])([CH3:8])[CH:4]([CH2:10][C:11](=[O:13])[CH3:12])[C:3]1=O.[OH-].[K+]. (5) The reactants are: [NH2:1][CH2:2][C:3]1[CH:8]=[N:7][C:6]2[N:9]([CH2:12][O:13][CH2:14][CH2:15][Si:16]([CH3:19])([CH3:18])[CH3:17])[CH:10]=[CH:11][C:5]=2[C:4]=1[NH:20][CH:21]1[CH2:26][CH2:25][N:24]([CH2:27][C:28]2[CH:33]=[CH:32][CH:31]=[CH:30][CH:29]=2)[CH2:23][CH2:22]1.[C:34](N1C=CN=C1)(N1C=CN=C1)=[O:35]. Given the product [CH2:27]([N:24]1[CH2:23][CH2:22][CH:21]([N:20]2[C:4]3[C:5]4[CH:11]=[CH:10][N:9]([CH2:12][O:13][CH2:14][CH2:15][Si:16]([CH3:17])([CH3:18])[CH3:19])[C:6]=4[N:7]=[CH:8][C:3]=3[CH2:2][NH:1][C:34]2=[O:35])[CH2:26][CH2:25]1)[C:28]1[CH:33]=[CH:32][CH:31]=[CH:30][CH:29]=1, predict the reactants needed to synthesize it. (6) Given the product [O:7]=[C:2]1[N:1]([CH:11]([CH3:22])[C:12]([O:14][CH2:15][C:16]2[CH:21]=[CH:20][CH:19]=[CH:18][CH:17]=2)=[O:13])[CH2:6][CH2:5][O:4][CH2:3]1, predict the reactants needed to synthesize it. The reactants are: [NH:1]1[CH2:6][CH2:5][O:4][CH2:3][C:2]1=[O:7].[H-].[Na+].Br[CH:11]([CH3:22])[C:12]([O:14][CH2:15][C:16]1[CH:21]=[CH:20][CH:19]=[CH:18][CH:17]=1)=[O:13].C(=O)(O)[O-].[Na+]. (7) Given the product [C:36]([C:35]1[O:40][C:31]([C:28]2[CH2:27][CH2:26][NH:25][C:24]3[N:23]=[CH:22][N:21]=[C:20]([NH:19][C:4]4[CH:5]=[CH:6][C:7]([O:8][C:9]5[CH:14]=[CH:13][CH:12]=[C:11]([C:15]([F:18])([F:16])[F:17])[CH:10]=5)=[C:2]([Cl:1])[CH:3]=4)[C:30]=3[CH:29]=2)=[N:33][CH:34]=1)([CH3:39])([CH3:38])[CH3:37], predict the reactants needed to synthesize it. The reactants are: [Cl:1][C:2]1[CH:3]=[C:4]([NH:19][C:20]2[C:30]3[CH:29]=[C:28]([C:31]([NH:33][CH2:34][C:35](=[O:40])[C:36]([CH3:39])([CH3:38])[CH3:37])=O)[CH2:27][CH2:26][NH:25][C:24]=3[N:23]=[CH:22][N:21]=2)[CH:5]=[CH:6][C:7]=1[O:8][C:9]1[CH:14]=[CH:13][CH:12]=[C:11]([C:15]([F:18])([F:17])[F:16])[CH:10]=1.P(Cl)(Cl)(Cl)=O.C(=O)([O-])O.[Na+]. (8) Given the product [CH3:60][O:59][C:54]1[CH:55]=[CH:56][CH:57]=[CH:58][C:53]=1[CH2:52][O:51][CH2:50][CH2:49][CH2:48][O:47][C:44]1[CH:45]=[CH:46][C:41]([CH:40]2[CH2:39][CH2:38][N:37]([C:61]([O:63][CH2:64][C:65]3[CH:70]=[CH:69][CH:68]=[CH:67][CH:66]=3)=[O:62])[CH2:36][CH:35]2[O:34][CH2:33][C:32]2[CH:71]=[CH:72][C:29]([N:79]3[CH2:83][CH2:82][CH2:81][CH2:80]3)=[C:30]([O:73][CH2:74][CH2:75][CH2:76][O:77][CH3:78])[CH:31]=2)=[CH:42][CH:43]=1, predict the reactants needed to synthesize it. The reactants are: C(P(C(C)(C)C)C1C=CC=CC=1C1C=CC=CC=1)(C)(C)C.CC(C)([O-])C.[Na+].Br[C:29]1[CH:72]=[CH:71][C:32]([CH2:33][O:34][CH:35]2[CH:40]([C:41]3[CH:46]=[CH:45][C:44]([O:47][CH2:48][CH2:49][CH2:50][O:51][CH2:52][C:53]4[CH:58]=[CH:57][CH:56]=[CH:55][C:54]=4[O:59][CH3:60])=[CH:43][CH:42]=3)[CH2:39][CH2:38][N:37]([C:61]([O:63][CH2:64][C:65]3[CH:70]=[CH:69][CH:68]=[CH:67][CH:66]=3)=[O:62])[CH2:36]2)=[CH:31][C:30]=1[O:73][CH2:74][CH2:75][CH2:76][O:77][CH3:78].[NH:79]1[CH2:83][CH2:82][CH2:81][CH2:80]1. (9) The reactants are: [CH2:1]([Si:3]([C:8]#[CH:9])([CH2:6][CH3:7])[CH2:4][CH3:5])[CH3:2].I[C:11]1[CH:16]=[CH:15][C:14]([OH:17])=[CH:13][CH:12]=1.C(N(CC)CC)C. Given the product [CH2:8]([Si:3]([C:6]#[C:7][C:11]1[CH:16]=[CH:15][C:14]([OH:17])=[CH:13][CH:12]=1)([CH2:4][CH3:5])[CH2:1][CH3:2])[CH3:9], predict the reactants needed to synthesize it. (10) The reactants are: N[C:2]1[N:6]([CH2:7][CH:8]([CH3:10])[CH3:9])[CH:5]=[N:4][C:3]=1[C:11]#[N:12].C(I)[I:14].C(ON=O)CC(C)C. Given the product [I:14][C:2]1[N:6]([CH2:7][CH:8]([CH3:10])[CH3:9])[CH:5]=[N:4][C:3]=1[C:11]#[N:12], predict the reactants needed to synthesize it.